This data is from Full USPTO retrosynthesis dataset with 1.9M reactions from patents (1976-2016). The task is: Predict the reactants needed to synthesize the given product. (1) Given the product [CH3:6][N:5]([CH3:7])[CH2:4][CH:3]([N:19]1[CH2:18][CH2:17][N:16]([C:22]2[C:31]3[NH:30][C:29](=[O:32])[CH2:28][NH:27][C:26]=3[N:25]=[CH:24][N:23]=2)[CH2:21][CH2:20]1)[C:8]1[CH:13]=[CH:12][C:11]([F:14])=[CH:10][CH:9]=1, predict the reactants needed to synthesize it. The reactants are: Cl.Cl[CH:3]([C:8]1[CH:13]=[CH:12][C:11]([F:14])=[CH:10][CH:9]=1)[CH2:4][N:5]([CH3:7])[CH3:6].Cl.[N:16]1([C:22]2[C:31]3[NH:30][C:29](=[O:32])[CH2:28][NH:27][C:26]=3[N:25]=[CH:24][N:23]=2)[CH2:21][CH2:20][NH:19][CH2:18][CH2:17]1.C(N(C(C)C)C(C)C)C. (2) Given the product [CH3:1][NH:2][C:16]([C:14]1[N:15]=[C:10]([CH2:9][C:4]2[CH:5]=[CH:6][CH:7]=[CH:8][C:3]=2[C:22]2[CH:27]=[CH:26][CH:25]=[CH:24][CH:23]=2)[NH:11][C:12](=[O:21])[C:13]=1[OH:20])=[O:17], predict the reactants needed to synthesize it. The reactants are: [CH3:1][NH2:2].[C:3]1([C:22]2[CH:27]=[CH:26][CH:25]=[CH:24][CH:23]=2)[CH:8]=[CH:7][CH:6]=[CH:5][C:4]=1[CH2:9][C:10]1[NH:11][C:12](=[O:21])[C:13]([OH:20])=[C:14]([C:16](OC)=[O:17])[N:15]=1. (3) Given the product [CH3:8][C@H:9]1[CH2:14][CH2:13][CH2:12][C@@H:11]([CH3:15])[N:10]1[CH2:17][CH2:18][OH:19], predict the reactants needed to synthesize it. The reactants are: C(N(CC)CC)C.[CH3:8][C@H:9]1[CH2:14][CH2:13][CH2:12][C@@H:11]([CH3:15])[NH:10]1.Br[CH2:17][C:18](OCC)=[O:19].[H-].[H-].[H-].[H-].[Li+].[Al+3].O.O.O.O.O.O.O.O.O.O.S([O-])([O-])(=O)=O.[Na+].[Na+]. (4) Given the product [NH2:1][C:4]1[CH:5]=[CH:6][C:7]([C:10]([CH3:16])([CH3:17])[C:11]([O:13][CH2:14][CH3:15])=[O:12])=[CH:8][CH:9]=1, predict the reactants needed to synthesize it. The reactants are: [N+:1]([C:4]1[CH:9]=[CH:8][C:7]([C:10]([CH3:17])([CH3:16])[C:11]([O:13][CH2:14][CH3:15])=[O:12])=[CH:6][CH:5]=1)([O-])=O.C([O-])=O.[K+]. (5) Given the product [CH3:1][O:2][C:3]1[C:4]([O:19][CH2:20][CH2:21][CH2:22][O:23][CH3:24])=[CH:5][C:6]2[CH2:7][CH:8]([C:13]([CH3:18])([CH3:17])[CH2:14][O:15][CH3:16])[N:9]3[CH:10]([CH2:36][C:35](=[O:37])[C:29]([C:30]([O:32][CH2:33][CH3:34])=[O:31])=[CH:28]3)[C:11]=2[CH:12]=1, predict the reactants needed to synthesize it. The reactants are: [CH3:1][O:2][C:3]1[CH:12]=[C:11]2[C:6]([CH2:7][CH:8]([C:13]([CH3:18])([CH3:17])[CH2:14][O:15][CH3:16])[N:9]=[CH:10]2)=[CH:5][C:4]=1[O:19][CH2:20][CH2:21][CH2:22][O:23][CH3:24].C(O[CH:28]=[C:29]([C:35](=[O:37])[CH3:36])[C:30]([O:32][CH2:33][CH3:34])=[O:31])C. (6) Given the product [CH2:13]1[C:14]2[CH:21]=[CH:20][C:19]([NH:22][C:23](=[O:25])[CH3:24])=[CH:18][C:15]=2[CH2:16][CH2:17][NH:11][CH2:12]1, predict the reactants needed to synthesize it. The reactants are: C(=O)([O-])[O-].[K+].[K+].FC(F)(F)C([N:11]1[CH2:17][CH2:16][C:15]2[CH:18]=[C:19]([NH:22][C:23](=[O:25])[CH3:24])[CH:20]=[CH:21][C:14]=2[CH2:13][CH2:12]1)=O. (7) Given the product [CH3:13][O:14][C:15]([C:17]1[CH:27]=[C:26]([O:28][C:8]2[CH:7]=[N:6][C:5]([C:3](=[O:4])[N:2]([CH3:12])[CH3:1])=[CH:10][CH:9]=2)[C:20]2[CH2:21][C:22]([CH3:25])([CH3:24])[O:23][C:19]=2[CH:18]=1)=[O:16], predict the reactants needed to synthesize it. The reactants are: [CH3:1][N:2]([CH3:12])[C:3]([C:5]1[CH:10]=[CH:9][C:8](Br)=[CH:7][N:6]=1)=[O:4].[CH3:13][O:14][C:15]([C:17]1[CH:27]=[C:26]([OH:28])[C:20]2[CH2:21][C:22]([CH3:25])([CH3:24])[O:23][C:19]=2[CH:18]=1)=[O:16].[O-]P([O-])([O-])=O.[K+].[K+].[K+]. (8) Given the product [CH3:21][C:22]1[CH:23]=[C:24]2[C:29](=[CH:30][CH:31]=1)[N:28]([C:9]([C:8]1[C:7]([O:6][C:5]3[CH:16]=[CH:17][CH:18]=[C:3]([C:2]([F:1])([F:20])[F:19])[CH:4]=3)=[N:15][CH:14]=[CH:13][CH:12]=1)=[O:11])[CH2:27][CH2:26][CH2:25]2, predict the reactants needed to synthesize it. The reactants are: [F:1][C:2]([F:20])([F:19])[C:3]1[CH:4]=[C:5]([CH:16]=[CH:17][CH:18]=1)[O:6][C:7]1[N:15]=[CH:14][CH:13]=[CH:12][C:8]=1[C:9]([OH:11])=O.[CH3:21][C:22]1[CH:23]=[C:24]2[C:29](=[CH:30][CH:31]=1)[NH:28][CH2:27][CH2:26][CH2:25]2.